Dataset: Forward reaction prediction with 1.9M reactions from USPTO patents (1976-2016). Task: Predict the product of the given reaction. (1) Given the reactants [Cl:1][C:2]1[C:10]2[N:9]=[C:8]3[N:11]([C:15]4[CH:20]=[CH:19][C:18]([Cl:21])=[CH:17][C:16]=4[Cl:22])[CH2:12][CH2:13][CH2:14][N:7]3[C:6]=2[C:5](/[CH:23]=[CH:24]/[C:25]([O:27][CH2:28][CH3:29])=[O:26])=[CH:4][CH:3]=1.[CH2:30]([Mg]Br)[CH3:31].[Cl-].[NH4+], predict the reaction product. The product is: [Cl:1][C:2]1[C:10]2[N:9]=[C:8]3[N:11]([C:15]4[CH:20]=[CH:19][C:18]([Cl:21])=[CH:17][C:16]=4[Cl:22])[CH2:12][CH2:13][CH2:14][N:7]3[C:6]=2[C:5]([CH:23]([CH2:30][CH3:31])[CH2:24][C:25]([O:27][CH2:28][CH3:29])=[O:26])=[CH:4][CH:3]=1. (2) Given the reactants Cl.[I:2][C:3]1[CH:12]=[CH:11][C:6]([O:7][CH2:8][CH2:9][NH2:10])=[CH:5][CH:4]=1.C(=O)(O)[O-].[Na+], predict the reaction product. The product is: [I:2][C:3]1[CH:12]=[CH:11][C:6]([O:7][CH2:8][CH2:9][NH2:10])=[CH:5][CH:4]=1. (3) Given the reactants [O:1]=[C:2]1[CH2:7][CH2:6][CH:5]([NH:8][C:9](=[O:15])[O:10][C:11]([CH3:14])([CH3:13])[CH3:12])[CH2:4][CH2:3]1.[Br:16]Br.S([O-])([O-])(=O)=O.[Na+].[Na+], predict the reaction product. The product is: [Br:16][CH:7]1[C:2](=[O:1])[CH2:3][CH2:4][CH:5]([NH:8][C:9](=[O:15])[O:10][C:11]([CH3:12])([CH3:14])[CH3:13])[CH2:6]1.